From a dataset of Reaction yield outcomes from USPTO patents with 853,638 reactions. Predict the reaction yield, written as a fraction of the theoretical maximum amount of product (1.0 means a 100% yield; for example, 0.34 means a 34% yield). (1) The reactants are [NH:1]1[C:9]2[C:4](=[CH:5][C:6]([O:10][CH:11]3[CH2:16][CH2:15][CH2:14][N:13](C(OC(C)(C)C)=O)[CH2:12]3)=[CH:7][CH:8]=2)[CH:3]=[N:2]1.Cl.O1CCOCC1. The catalyst is CO. The product is [NH:13]1[CH2:14][CH2:15][CH2:16][CH:11]([O:10][C:6]2[CH:5]=[C:4]3[C:9](=[CH:8][CH:7]=2)[NH:1][N:2]=[CH:3]3)[CH2:12]1. The yield is 0.650. (2) The reactants are [C:1]([N:4]1[C:8]2([CH2:13][CH2:12][O:11][CH2:10][CH2:9]2)[CH2:7][CH2:6][CH:5]1[C:14]([OH:16])=O)(=[O:3])[CH3:2].CC(C)[C@H](NC(OC)=O)C(N1C(C([NH:39][CH2:40][C:41]([C:43]2[CH:48]=[CH:47][C:46]([C:49]3[CH:54]=[CH:53][C:52]([C:55]4[N:56]=[C:57]([C@@H:60]5[CH2:64][CH2:63][CH2:62][N:61]5[C:65](=[O:75])[C@@H:66]([NH:70][C:71]([O:73][CH3:74])=[O:72])[CH:67]([CH3:69])[CH3:68])[NH:58][CH:59]=4)=[CH:51][CH:50]=3)=[CH:45][CH:44]=2)=[O:42])=O)CC2(CN(C(OC(C)(C)C)=O)C2)C1)=O. The yield is 0.670. The product is [C:1]([N:4]1[C:8]2([CH2:9][CH2:10][O:11][CH2:12][CH2:13]2)[CH2:7][CH2:6][CH:5]1[C:14]([NH:39][CH2:40][C:41]([C:43]1[CH:48]=[CH:47][C:46]([C:49]2[CH:50]=[CH:51][C:52]([C:55]3[N:56]=[C:57]([C@@H:60]4[CH2:64][CH2:63][CH2:62][N:61]4[C:65]([C@@H:66]([NH:70][C:71](=[O:72])[O:73][CH3:74])[CH:67]([CH3:69])[CH3:68])=[O:75])[NH:58][CH:59]=3)=[CH:53][CH:54]=2)=[CH:45][CH:44]=1)=[O:42])=[O:16])(=[O:3])[CH3:2]. No catalyst specified. (3) The reactants are S(Cl)(Cl)=O.O.[C:6]([OH:16])(=[O:15])[C:7]1[NH:14][C:12](=[O:13])[NH:11][C:9](=[O:10])[CH:8]=1.N1C=CC=C[CH:18]=1. The catalyst is CN(C)C=O. The product is [CH3:18][C:8]1[C:9](=[O:10])[NH:11][C:12](=[O:13])[NH:14][C:7]=1[C:6]([OH:16])=[O:15].[OH:13][C:12]1[N:11]=[C:9]([OH:10])[CH:8]=[C:7]([C:6]([O:16][CH3:18])=[O:15])[N:14]=1. The yield is 0.970. (4) The yield is 0.626. The catalyst is CCO. The product is [CH:22]1([C:26]2[C:28]3[CH2:33][N:32]([C:34]([O:36][C:37]([CH3:40])([CH3:39])[CH3:38])=[O:35])[CH:31]([CH3:41])[CH2:30][C:29]=3[NH:44][N:43]=2)[CH2:25][CH2:24][CH2:23]1. The reactants are C1(C(C2C(=O)CCN(C(OC(C)(C)C)=O)C2C)=O)CCC1.[CH:22]1([C:26]([CH:28]2[CH2:33][N:32]([C:34]([O:36][C:37]([CH3:40])([CH3:39])[CH3:38])=[O:35])[CH:31]([CH3:41])[CH2:30][C:29]2=O)=O)[CH2:25][CH2:24][CH2:23]1.[NH2:43][NH2:44]. (5) The catalyst is C(O)C. The product is [Cl:15][C:10]1[CH:11]=[CH:12][CH:13]=[CH:14][C:9]=1[CH2:8][CH:3]([C:2](=[O:1])[CH3:6])[C:4]#[N:5]. The yield is 0.270. The reactants are [O:1]=[C:2]([CH3:6])[CH2:3][C:4]#[N:5].Br[CH2:8][C:9]1[CH:14]=[CH:13][CH:12]=[CH:11][C:10]=1[Cl:15]. (6) The reactants are [Cl:1][C:2]1[CH:3]=[C:4]([CH2:20][C:21]([O:23]CC)=[O:22])[CH:5]=[CH:6][C:7]=1[NH:8][C:9]([C:11]1[C:19]2[C:14](=[CH:15][CH:16]=[CH:17][CH:18]=2)[NH:13][CH:12]=1)=[O:10].[OH-].[Na+]. The catalyst is C1COCC1.Cl. The product is [Cl:1][C:2]1[CH:3]=[C:4]([CH2:20][C:21]([OH:23])=[O:22])[CH:5]=[CH:6][C:7]=1[NH:8][C:9]([C:11]1[C:19]2[C:14](=[CH:15][CH:16]=[CH:17][CH:18]=2)[NH:13][CH:12]=1)=[O:10]. The yield is 0.910. (7) The reactants are [CH:1]([O:4][C:5]1[CH:6]=[C:7](/[CH:11]=[CH:12]/[CH2:13][C@H:14]([OH:16])[CH3:15])[CH:8]=[N:9][CH:10]=1)([CH3:3])[CH3:2].[C:17]1([CH3:27])[CH:22]=[CH:21][C:20]([S:23](Cl)(=[O:25])=[O:24])=[CH:19][CH:18]=1. The catalyst is N1C=CC=CC=1. The product is [C:17]1([CH3:27])[CH:22]=[CH:21][C:20]([S:23]([O:16][C@@H:14]([CH2:13]/[CH:12]=[CH:11]/[C:7]2[CH:8]=[N:9][CH:10]=[C:5]([O:4][CH:1]([CH3:3])[CH3:2])[CH:6]=2)[CH3:15])(=[O:25])=[O:24])=[CH:19][CH:18]=1. The yield is 0.815. (8) The reactants are [CH3:1][N:2]1[CH:6]=[C:5]([C:7]2[C:12]3[C:13](=[O:16])[NH:14][CH2:15][C:11]=3[CH:10]=[C:9]([NH:17][C@@H:18]3[CH2:23][CH2:22][CH2:21][CH2:20][C@@H:19]3[NH:24][C:25](=[O:31])[O:26][C:27]([CH3:30])([CH3:29])[CH3:28])[N:8]=2)[CH:4]=[N:3]1.[B-](F)(F)(F)[F:33].[B-](F)(F)(F)F.C1[N+]2(CCl)CC[N+](F)(CC2)C1.CO.O. The catalyst is C(Cl)Cl. The product is [F:33][C:10]1[C:11]2[CH2:15][NH:14][C:13](=[O:16])[C:12]=2[C:7]([C:5]2[CH:4]=[N:3][N:2]([CH3:1])[CH:6]=2)=[N:8][C:9]=1[NH:17][C@@H:18]1[CH2:23][CH2:22][CH2:21][CH2:20][C@@H:19]1[NH:24][C:25](=[O:31])[O:26][C:27]([CH3:28])([CH3:30])[CH3:29]. The yield is 0.0960.